Task: Predict the product of the given reaction.. Dataset: Forward reaction prediction with 1.9M reactions from USPTO patents (1976-2016) (1) Given the reactants [OH-].[Na+].[CH2:3]([C@@H:5]1[CH2:9][C@@H:8]([OH:10])[CH2:7][C@@H:6]1[C:11]([O:13]CC)=[O:12])[CH3:4].CCOCC, predict the reaction product. The product is: [CH2:3]([CH:5]1[CH2:9][CH:8]([OH:10])[CH2:7][CH:6]1[C:11]([OH:13])=[O:12])[CH3:4]. (2) Given the reactants C([O:3][C:4]([C:6]1[S:10][C:9]([CH:11]2[CH2:16][CH2:15][N:14]([C:17]([O:19][C:20]([CH3:23])([CH3:22])[CH3:21])=[O:18])[CH2:13][CH2:12]2)=[CH:8][CH:7]=1)=[O:5])C.[OH-].[Na+].CO.Cl, predict the reaction product. The product is: [C:20]([O:19][C:17]([N:14]1[CH2:13][CH2:12][CH:11]([C:9]2[S:10][C:6]([C:4]([OH:5])=[O:3])=[CH:7][CH:8]=2)[CH2:16][CH2:15]1)=[O:18])([CH3:23])([CH3:21])[CH3:22]. (3) Given the reactants [CH3:1][C:2]1[S:3][CH:4]=[C:5]([NH:7][C:8]([C:10]2[CH:15]=[C:14](Br)[CH:13]=[C:12]([CH3:17])[N:11]=2)=[O:9])[N:6]=1.[B:18]1([B:18]2[O:22][C:21]([CH3:24])([CH3:23])[C:20]([CH3:26])([CH3:25])[O:19]2)[O:22][C:21]([CH3:24])([CH3:23])[C:20]([CH3:26])([CH3:25])[O:19]1, predict the reaction product. The product is: [CH3:1][C:2]1[S:3][CH:4]=[C:5]([NH:7][C:8]([C:10]2[CH:15]=[C:14]([B:18]3[O:22][C:21]([CH3:24])([CH3:23])[C:20]([CH3:26])([CH3:25])[O:19]3)[CH:13]=[C:12]([CH3:17])[N:11]=2)=[O:9])[N:6]=1. (4) Given the reactants [F:1][C:2]1[CH:9]=[CH:8][C:7]([CH2:10][C:11]2[C:20]3[CH2:19][CH2:18][CH2:17][CH2:16][C:15]=3[C:14](=[O:21])[NH:13][N:12]=2)=[CH:6][C:3]=1[C:4]#N.[OH-:22].[Na+].S(=O)(=O)(O)[OH:25], predict the reaction product. The product is: [F:1][C:2]1[CH:9]=[CH:8][C:7]([CH2:10][C:11]2[C:20]3[CH2:19][CH2:18][CH2:17][CH2:16][C:15]=3[C:14](=[O:21])[NH:13][N:12]=2)=[CH:6][C:3]=1[C:4]([OH:25])=[O:22]. (5) Given the reactants [Cl:1][C:2]1[CH:3]=[C:4]([N:9]2[C:13](=[O:14])[C:12](=[O:15])[N:11]=[C:10]2[NH:16][C:17]([NH:19][CH:20]([CH3:22])[CH3:21])=[NH:18])[CH:5]=[CH:6][C:7]=1[Cl:8].[C:23]([O:27][C:28](O[C:28]([O:27][C:23]([CH3:26])([CH3:25])[CH3:24])=[O:29])=[O:29])([CH3:26])([CH3:25])[CH3:24], predict the reaction product. The product is: [Cl:1][C:2]1[CH:3]=[C:4]([N:9]2[C:13](=[O:14])[C:12](=[O:15])[NH:11][C:10]2=[N:16][C:17]([NH:19][CH:20]([CH3:22])[CH3:21])=[N:18][C:28]([O:27][C:23]([CH3:26])([CH3:25])[CH3:24])=[O:29])[CH:5]=[CH:6][C:7]=1[Cl:8]. (6) Given the reactants FC(F)(F)C(O)=O.C([N:15]1[CH:19]=[CH:18][C:17]([NH:20][C:21](=[O:31])[C:22]2[CH:27]=[CH:26][C:25]([N:28]=[N+:29]=[N-:30])=[CH:24][CH:23]=2)=[CH:16]1)(OC(C)(C)C)=O, predict the reaction product. The product is: [N:28]([C:25]1[CH:26]=[CH:27][C:22]([C:21]([NH:20][CH:17]2[CH2:18][CH2:19][NH:15][CH2:16]2)=[O:31])=[CH:23][CH:24]=1)=[N+:29]=[N-:30]. (7) Given the reactants [Cl:1][C:2]1[CH:34]=[CH:33][C:5]([C:6]([NH:8][C:9]23[C:27](=[O:28])[C:26]4[C:21](=[CH:22][CH:23]=[CH:24][C:25]=4[N+:29]([O-])=O)[C:10]2([OH:32])[O:11][C:12]2[CH:17]=[C:16]([CH:18]([CH3:20])[CH3:19])[CH:15]=[CH:14][C:13]=23)=[O:7])=[CH:4][CH:3]=1, predict the reaction product. The product is: [NH2:29][C:25]1[CH:24]=[CH:23][CH:22]=[C:21]2[C:26]=1[C:27](=[O:28])[C:9]1([NH:8][C:6](=[O:7])[C:5]3[CH:4]=[CH:3][C:2]([Cl:1])=[CH:34][CH:33]=3)[C:13]3[CH:14]=[CH:15][C:16]([CH:18]([CH3:20])[CH3:19])=[CH:17][C:12]=3[O:11][C:10]12[OH:32]. (8) Given the reactants [N+:1]([O-:4])(O)=[O:2].[CH2:5]([O:12][C:13]1[CH:14]=[C:15]([CH:18]=[CH:19][C:20]=1[O:21][CH3:22])[C:16]#[N:17])[C:6]1[CH:11]=[CH:10][CH:9]=[CH:8][CH:7]=1, predict the reaction product. The product is: [CH2:5]([O:12][C:13]1[C:20]([O:21][CH3:22])=[CH:19][C:18]([N+:1]([O-:4])=[O:2])=[C:15]([CH:14]=1)[C:16]#[N:17])[C:6]1[CH:7]=[CH:8][CH:9]=[CH:10][CH:11]=1.